Dataset: Forward reaction prediction with 1.9M reactions from USPTO patents (1976-2016). Task: Predict the product of the given reaction. (1) Given the reactants Cl.N[C:3]1[N:11]=[CH:10][N:9]=[C:8]2[C:4]=1[N:5]=[CH:6][N:7]2[C:12]1[CH:17]=[CH:16][C:15]([NH:18][C:19]([NH:21][C:22]2[CH:27]=[CH:26][C:25]([Cl:28])=[C:24]([C:29]([F:32])([F:31])[F:30])[CH:23]=2)=[O:20])=[CH:14][CH:13]=1.[C:33]([O:37][C:38]([NH:40][C@H:41]([C:46](O)=[O:47])[CH2:42][CH:43]([CH3:45])[CH3:44])=[O:39])([CH3:36])([CH3:35])[CH3:34].F[P-](F)(F)(F)(F)F.N1C2C=CC=C(O[P+](N3CCCC3)(N3CCCC3)N3CCCC3)C=2N=N1.CCN(C(C)C)C(C)C, predict the reaction product. The product is: [C:33]([O:37][C:38](=[O:39])[NH:40][CH:41]([C:46]([C:3]1[N:11]=[CH:10][N:9]=[C:8]2[C:4]=1[N:5]=[CH:6][N:7]2[C:12]1[CH:17]=[CH:16][C:15]([NH:18][C:19]([NH:21][C:22]2[CH:27]=[CH:26][C:25]([Cl:28])=[C:24]([C:29]([F:32])([F:31])[F:30])[CH:23]=2)=[O:20])=[CH:14][CH:13]=1)=[O:47])[CH2:42][CH:43]([CH3:44])[CH3:45])([CH3:34])([CH3:36])[CH3:35]. (2) Given the reactants C([O:4][C:5]1[CH:31]=[CH:30][C:8]([C:9]([CH:11](C(OCC)=O)[CH2:12][C:13]([C:15]2[CH:24]=[CH:23][C:18]([C:19]([O:21]C)=[O:20])=[CH:17][CH:16]=2)=[O:14])=[O:10])=[CH:7][CH:6]=1)(=O)C.[OH-].[Na+], predict the reaction product. The product is: [OH:4][C:5]1[CH:31]=[CH:30][C:8]([C:9](=[O:10])[CH2:11][CH2:12][C:13]([C:15]2[CH:16]=[CH:17][C:18]([C:19]([OH:21])=[O:20])=[CH:23][CH:24]=2)=[O:14])=[CH:7][CH:6]=1. (3) Given the reactants [NH2:1][C:2]1[CH:12]=[CH:11][C:5]2[NH:6][C:7](=[S:10])[CH2:8][O:9][C:4]=2[C:3]=1[C:13]([O:15][CH3:16])=[O:14].CI.[C:19](=O)([O-])[O-].[K+].[K+], predict the reaction product. The product is: [NH2:1][C:2]1[CH:12]=[CH:11][C:5]2[N:6]=[C:7]([S:10][CH3:19])[CH2:8][O:9][C:4]=2[C:3]=1[C:13]([O:15][CH3:16])=[O:14]. (4) The product is: [Cl:1][C:2]1[CH:7]=[CH:6][C:5]([N:8]2[CH2:17][CH2:16][NH:15][CH2:14][CH2:13]2)=[C:4]([O:9][CH3:10])[CH:3]=1.[NH3:8].[CH3:19][OH:20]. Given the reactants [Cl:1][C:2]1[CH:7]=[CH:6][C:5]([NH2:8])=[C:4]([O:9][CH3:10])[CH:3]=1.Cl.Cl[CH2:13][CH2:14][NH:15][CH2:16][CH2:17]Cl.[C:19](=O)([O-])[O-:20].[K+].[K+].[I-].[Na+], predict the reaction product. (5) Given the reactants [CH2:1]=[CH:2][C:3]1C=CC=CC=1.CC(C(O[CH2:15][CH2:16][O:17][C:18]([C:20]([CH3:22])=[CH2:21])=[O:19])=O)=C.[CH3:23][CH2:24]C(N=NC(C#N)(CC)C)(C#N)C.[CH:37]1(O)CCCC[CH2:38]1.[CH2:44]([OH:56])[CH2:45][CH2:46][CH2:47][CH2:48][CH2:49][CH2:50][CH2:51][CH2:52][CH2:53][CH2:54][CH3:55], predict the reaction product. The product is: [CH3:37][C@@:38]12[C@@H:44]([OH:56])[CH2:45][CH2:46][C@H:47]1[C@H:48]1[C@@H:53]([C:52]3[CH:23]=[CH:24][C:16]([O:17][C:18]([C:20]4[CH:21]=[CH:1][CH:2]=[CH:3][CH:22]=4)=[O:19])=[CH:15][C:51]=3[CH2:50][CH2:49]1)[CH2:54][CH2:55]2. (6) Given the reactants [O:1]([C:8]1[CH:16]=[CH:15][CH:14]=[CH:13][C:9]=1[C:10]([OH:12])=O)[C:2]1[CH:7]=[CH:6][CH:5]=[CH:4][CH:3]=1.[CH3:17][C@H:18]1[CH2:23][CH2:22][CH2:21][NH:20][C@H:19]1[CH2:24][NH:25][C:26]1[CH:31]=[CH:30][C:29]([C:32]([F:35])([F:34])[F:33])=[CH:28][N:27]=1, predict the reaction product. The product is: [CH3:17][C@H:18]1[CH2:23][CH2:22][CH2:21][N:20]([C:10]([C:9]2[CH:13]=[CH:14][CH:15]=[CH:16][C:8]=2[O:1][C:2]2[CH:3]=[CH:4][CH:5]=[CH:6][CH:7]=2)=[O:12])[C@H:19]1[CH2:24][NH:25][C:26]1[CH:31]=[CH:30][C:29]([C:32]([F:35])([F:33])[F:34])=[CH:28][N:27]=1. (7) Given the reactants C[O:2][C:3]([C@@H:5]1[CH2:9][O:8][C:7]([CH3:11])([CH3:10])[N:6]1[C:12]([O:14][C:15]([CH3:18])([CH3:17])[CH3:16])=[O:13])=O.[H-].C([Al+]C(C)C)(C)C.CO.[OH-].[Na+], predict the reaction product. The product is: [C:15]([O:14][C:12]([N:6]1[C@H:5]([CH2:3][OH:2])[CH2:9][O:8][C:7]1([CH3:11])[CH3:10])=[O:13])([CH3:18])([CH3:17])[CH3:16].